Task: Predict the reactants needed to synthesize the given product.. Dataset: Full USPTO retrosynthesis dataset with 1.9M reactions from patents (1976-2016) (1) Given the product [Cl:1][C:2]1[CH:33]=[CH:32][C:5]([C:6]([NH:8][C:9]2[CH:14]=[CH:13][C:12]([CH2:15][NH:16][C:17]3[C:26]4[C:21](=[CH:22][CH:23]=[C:24]([C:27]([F:28])([F:30])[F:29])[CH:25]=4)[N:20]=[C:19]([N:45]4[CH2:46][CH2:47][N:42]([C:37]5[N:36]=[CH:41][CH:40]=[CH:39][N:38]=5)[CH2:43][CH2:44]4)[N:18]=3)=[CH:11][CH:10]=2)=[O:7])=[CH:4][CH:3]=1, predict the reactants needed to synthesize it. The reactants are: [Cl:1][C:2]1[CH:33]=[CH:32][C:5]([C:6]([NH:8][C:9]2[CH:14]=[CH:13][C:12]([CH2:15][NH:16][C:17]3[C:26]4[C:21](=[CH:22][CH:23]=[C:24]([C:27]([F:30])([F:29])[F:28])[CH:25]=4)[N:20]=[C:19](Cl)[N:18]=3)=[CH:11][CH:10]=2)=[O:7])=[CH:4][CH:3]=1.Cl.Cl.[N:36]1[CH:41]=[CH:40][CH:39]=[N:38][C:37]=1[N:42]1[CH2:47][CH2:46][NH:45][CH2:44][CH2:43]1. (2) Given the product [C:10]([O:14][C:15]([N:17]1[CH2:23][CH2:22][C:21]2[N:24]=[N:25][C:26]([C:1]3[CH:6]=[CH:5][CH:4]=[CH:3][CH:2]=3)=[CH:27][C:20]=2[CH2:19][CH2:18]1)=[O:16])([CH3:13])([CH3:11])[CH3:12], predict the reactants needed to synthesize it. The reactants are: [C:1]1(B(O)O)[CH:6]=[CH:5][CH:4]=[CH:3][CH:2]=1.[C:10]([O:14][C:15]([N:17]1[CH2:23][CH2:22][C:21]2[N:24]=[N:25][C:26](Cl)=[CH:27][C:20]=2[CH2:19][CH2:18]1)=[O:16])([CH3:13])([CH3:12])[CH3:11].